Dataset: Forward reaction prediction with 1.9M reactions from USPTO patents (1976-2016). Task: Predict the product of the given reaction. Given the reactants [Cl:1][C:2]1[C:7]2=[N:8][CH:9]=[C:10]([O:12][CH2:13][C:14]3O[CH:16]=[CH:17][N:18]=3)[N:11]=[C:6]2[CH:5]=[CH:4][N:3]=1.ClC1N=C2C=CN=C(Cl)C2=NC=1.[OH:31][CH2:32][CH2:33]N1CCCC1=O, predict the reaction product. The product is: [Cl:1][C:2]1[C:7]2=[N:8][CH:9]=[C:10]([O:12][CH2:13][CH2:14][N:18]3[CH2:17][CH2:16][CH2:33][C:32]3=[O:31])[N:11]=[C:6]2[CH:5]=[CH:4][N:3]=1.